This data is from NCI-60 drug combinations with 297,098 pairs across 59 cell lines. The task is: Regression. Given two drug SMILES strings and cell line genomic features, predict the synergy score measuring deviation from expected non-interaction effect. (1) Cell line: SK-MEL-28. Drug 2: C1CN1C2=NC(=NC(=N2)N3CC3)N4CC4. Synergy scores: CSS=33.6, Synergy_ZIP=-7.61, Synergy_Bliss=1.20, Synergy_Loewe=-32.6, Synergy_HSA=4.03. Drug 1: CC1C(C(=O)NC(C(=O)N2CCCC2C(=O)N(CC(=O)N(C(C(=O)O1)C(C)C)C)C)C(C)C)NC(=O)C3=C4C(=C(C=C3)C)OC5=C(C(=O)C(=C(C5=N4)C(=O)NC6C(OC(=O)C(N(C(=O)CN(C(=O)C7CCCN7C(=O)C(NC6=O)C(C)C)C)C)C(C)C)C)N)C. (2) Cell line: HCT116. Drug 1: CC1OCC2C(O1)C(C(C(O2)OC3C4COC(=O)C4C(C5=CC6=C(C=C35)OCO6)C7=CC(=C(C(=C7)OC)O)OC)O)O. Synergy scores: CSS=48.6, Synergy_ZIP=2.81, Synergy_Bliss=6.17, Synergy_Loewe=6.71, Synergy_HSA=6.48. Drug 2: CC1CCC2CC(C(=CC=CC=CC(CC(C(=O)C(C(C(=CC(C(=O)CC(OC(=O)C3CCCCN3C(=O)C(=O)C1(O2)O)C(C)CC4CCC(C(C4)OC)OP(=O)(C)C)C)C)O)OC)C)C)C)OC. (3) Drug 1: C1CCN(CC1)CCOC2=CC=C(C=C2)C(=O)C3=C(SC4=C3C=CC(=C4)O)C5=CC=C(C=C5)O. Drug 2: CC1C(C(CC(O1)OC2CC(CC3=C2C(=C4C(=C3O)C(=O)C5=CC=CC=C5C4=O)O)(C(=O)C)O)N)O. Cell line: MOLT-4. Synergy scores: CSS=41.3, Synergy_ZIP=3.83, Synergy_Bliss=2.02, Synergy_Loewe=-1.78, Synergy_HSA=0.367. (4) Drug 1: C1CNP(=O)(OC1)N(CCCl)CCCl. Drug 2: B(C(CC(C)C)NC(=O)C(CC1=CC=CC=C1)NC(=O)C2=NC=CN=C2)(O)O. Cell line: BT-549. Synergy scores: CSS=56.7, Synergy_ZIP=-1.99, Synergy_Bliss=-4.75, Synergy_Loewe=-67.4, Synergy_HSA=-4.56. (5) Drug 1: CC1=C(C(=CC=C1)Cl)NC(=O)C2=CN=C(S2)NC3=CC(=NC(=N3)C)N4CCN(CC4)CCO. Drug 2: CCN(CC)CCNC(=O)C1=C(NC(=C1C)C=C2C3=C(C=CC(=C3)F)NC2=O)C. Cell line: NCI-H226. Synergy scores: CSS=0.675, Synergy_ZIP=0.787, Synergy_Bliss=4.34, Synergy_Loewe=1.63, Synergy_HSA=1.76.